Dataset: Forward reaction prediction with 1.9M reactions from USPTO patents (1976-2016). Task: Predict the product of the given reaction. (1) Given the reactants [C:1]([NH:4][C:5]1[S:6][C:7]([C:11]2[S:15][C:14]([S:16](Cl)(=[O:18])=[O:17])=[CH:13][CH:12]=2)=[C:8]([CH3:10])[N:9]=1)(=[O:3])[CH3:2].N.CO.CC[N:25](C(C)C)C(C)C, predict the reaction product. The product is: [NH2:25][S:16]([C:14]1[S:15][C:11]([C:7]2[S:6][C:5]([NH:4][C:1](=[O:3])[CH3:2])=[N:9][C:8]=2[CH3:10])=[CH:12][CH:13]=1)(=[O:18])=[O:17]. (2) Given the reactants CCN(C(C)C)C(C)C.[CH3:10][O:11][C:12](=[O:35])[CH2:13][N:14]1[CH:18]=[C:17]([C:19]#[N:20])[C:16]([C:21]2[CH:26]=[C:25]([C:27]([F:30])([F:29])[F:28])[CH:24]=[C:23]([S:31](Cl)(=[O:33])=[O:32])[CH:22]=2)=[CH:15]1.[CH2:36]([CH:43]1[CH2:48][CH2:47][NH:46][CH2:45][CH2:44]1)[C:37]1[CH:42]=[CH:41][CH:40]=[CH:39][CH:38]=1, predict the reaction product. The product is: [CH3:10][O:11][C:12](=[O:35])[CH2:13][N:14]1[CH:18]=[C:17]([C:19]#[N:20])[C:16]([C:21]2[CH:26]=[C:25]([C:27]([F:30])([F:29])[F:28])[CH:24]=[C:23]([S:31]([N:46]3[CH2:47][CH2:48][CH:43]([CH2:36][C:37]4[CH:42]=[CH:41][CH:40]=[CH:39][CH:38]=4)[CH2:44][CH2:45]3)(=[O:33])=[O:32])[CH:22]=2)=[CH:15]1. (3) Given the reactants [ClH:1].[CH2:2]([C:6]1[N:7]=[C:8]([NH2:11])[NH:9][CH:10]=1)[CH2:3][C:4]#[CH:5].[CH2:12]([N:19]=[N+:20]=[N-:21])[C:13]1[CH:18]=[CH:17][CH:16]=[CH:15][CH:14]=1, predict the reaction product. The product is: [ClH:1].[CH2:12]([N:19]1[CH:5]=[C:4]([CH2:3][CH2:2][C:6]2[N:7]=[C:8]([NH2:11])[NH:9][CH:10]=2)[N:21]=[N:20]1)[C:13]1[CH:18]=[CH:17][CH:16]=[CH:15][CH:14]=1.